This data is from Forward reaction prediction with 1.9M reactions from USPTO patents (1976-2016). The task is: Predict the product of the given reaction. (1) Given the reactants [C:1]([O:5][C:6](=[O:39])[C@@H:7]([NH:13][C:14]([NH:16][C@@H:17]([CH2:25][CH2:26][CH2:27][CH2:28][NH:29][C:30](=[O:38])[C:31]1[CH:36]=[CH:35][CH:34]=[C:33]([I:37])[CH:32]=1)[C:18]([O:20][C:21]([CH3:24])([CH3:23])[CH3:22])=[O:19])=[O:15])[CH2:8][CH2:9][C:10]([OH:12])=O)([CH3:4])([CH3:3])[CH3:2].[S:40]([NH2:50])(=[O:49])([C:42]1[CH:47]=[CH:46][C:45]([NH2:48])=[CH:44][CH:43]=1)=[O:41].CN(C(ON1N=NC2C=CC=NC1=2)=[N+](C)C)C.F[P-](F)(F)(F)(F)F.CCN(C(C)C)C(C)C, predict the reaction product. The product is: [C:1]([O:5][C:6](=[O:39])[C@@H:7]([NH:13][C:14](=[O:15])[NH:16][C@@H:17]([CH2:25][CH2:26][CH2:27][CH2:28][NH:29][C:30](=[O:38])[C:31]1[CH:36]=[CH:35][CH:34]=[C:33]([I:37])[CH:32]=1)[C:18]([O:20][C:21]([CH3:22])([CH3:24])[CH3:23])=[O:19])[CH2:8][CH2:9][C:10](=[O:12])[NH:48][C:45]1[CH:46]=[CH:47][C:42]([S:40](=[O:49])(=[O:41])[NH2:50])=[CH:43][CH:44]=1)([CH3:3])([CH3:4])[CH3:2]. (2) Given the reactants Cl[C:2]1[N:11]=[C:10]([C:12]2[CH:17]=[CH:16][CH:15]=[C:14]([Cl:18])[CH:13]=2)[C:9]2[C:4](=[CH:5][CH:6]=[C:7]([C:19]([C:27]3[CH:32]=[CH:31][C:30]([Cl:33])=[CH:29][CH:28]=3)([C:21]3[N:25]([CH3:26])[CH:24]=[N:23][CH:22]=3)[OH:20])[CH:8]=2)[N:3]=1.O1CCOCC1.[Cl-].[Na+].[NH2:42][NH2:43], predict the reaction product. The product is: [Cl:18][C:14]1[CH:13]=[C:12]([C:10]2[C:5]3[C:4](=[CH:9][CH:8]=[C:7]([C:19]([C:27]4[CH:28]=[CH:29][C:30]([Cl:33])=[CH:31][CH:32]=4)([C:21]4[N:25]([CH3:26])[CH:24]=[N:23][CH:22]=4)[OH:20])[CH:6]=3)[N:3]=[C:2]([NH:42][NH2:43])[N:11]=2)[CH:17]=[CH:16][CH:15]=1. (3) Given the reactants [H-].[Al+3].[Li+].[H-].[H-].[H-].[N:7]1([CH2:12][CH2:13][CH2:14][CH2:15][C:16]2[CH:26]=[CH:25][C:19]([C:20](OCC)=[O:21])=[CH:18][CH:17]=2)[CH2:11][CH2:10][CH2:9][CH2:8]1.O.[OH-].[Na+], predict the reaction product. The product is: [N:7]1([CH2:12][CH2:13][CH2:14][CH2:15][C:16]2[CH:26]=[CH:25][C:19]([CH2:20][OH:21])=[CH:18][CH:17]=2)[CH2:11][CH2:10][CH2:9][CH2:8]1. (4) Given the reactants Br[C:2]1[CH:3]=[C:4]2[C:8](=[CH:9][CH:10]=1)[N:7]([C:11]1[CH:16]=[CH:15][N:14]=[C:13]([NH2:17])[N:12]=1)[CH:6]=[CH:5]2.[OH2:18], predict the reaction product. The product is: [NH2:17][C:13]1[N:12]=[C:11]([N:7]2[C:8]3[C:4](=[CH:3][C:2]([C:6]([NH:7][C:8]4[CH:9]=[CH:10][CH:2]=[CH:3][CH:4]=4)=[O:18])=[CH:10][CH:9]=3)[CH:5]=[CH:6]2)[CH:16]=[CH:15][N:14]=1. (5) Given the reactants Cl[CH:2]([C:14]1[CH:19]=[CH:18][CH:17]=[CH:16][CH:15]=1)[C:3]([C:5]1[C:13]2[C:8](=[CH:9][CH:10]=[CH:11][CH:12]=2)[NH:7][CH:6]=1)=[O:4].[N:20]1[CH:25]=[CH:24][CH:23]=[CH:22][C:21]=1[CH2:26][NH2:27].CCN(C(C)C)C(C)C, predict the reaction product. The product is: [NH:7]1[C:8]2[C:13](=[CH:12][CH:11]=[CH:10][CH:9]=2)[C:5]([C:3](=[O:4])[CH:2]([C:14]2[CH:19]=[CH:18][CH:17]=[CH:16][CH:15]=2)[NH:27][CH2:26][C:21]2[CH:22]=[CH:23][CH:24]=[CH:25][N:20]=2)=[CH:6]1.